From a dataset of Catalyst prediction with 721,799 reactions and 888 catalyst types from USPTO. Predict which catalyst facilitates the given reaction. Reactant: Cl.[CH2:2]([N:4]([CH2:8][CH3:9])[CH2:5][CH2:6]Cl)[CH3:3].[OH:10][C:11]1[CH:16]=[CH:15][C:14]([C:17](=[O:21])[CH2:18][CH2:19][CH3:20])=[CH:13][CH:12]=1.C(=O)([O-])[O-].[K+].[K+]. Product: [CH2:2]([N:4]([CH2:8][CH3:9])[CH2:5][CH2:6][O:10][C:11]1[CH:12]=[CH:13][C:14]([C:17](=[O:21])[CH2:18][CH2:19][CH3:20])=[CH:15][CH:16]=1)[CH3:3]. The catalyst class is: 372.